From a dataset of Reaction yield outcomes from USPTO patents with 853,638 reactions. Predict the reaction yield, written as a fraction of the theoretical maximum amount of product (1.0 means a 100% yield; for example, 0.34 means a 34% yield). (1) The reactants are [CH3:1][N:2]1[CH:7]=[C:6](B2OC(C)(C)C(C)(C)O2)[CH:5]=[C:4]([C:17]#[C:18][Si:19]([CH3:22])([CH3:21])[CH3:20])[C:3]1=[O:23].Br[C:25]1[CH:26]=[C:27]([NH:40][S:41]([CH2:44][CH3:45])(=[O:43])=[O:42])[CH:28]=[CH:29][C:30]=1[O:31][C:32]1[CH:37]=[CH:36][C:35]([F:38])=[CH:34][C:33]=1[F:39].[O-]P([O-])([O-])=O.[K+].[K+].[K+]. The yield is 0.380. The catalyst is O1CCOCC1.O.C1C=CC(P(C2C=CC=CC=2)[C-]2C=CC=C2)=CC=1.C1C=CC(P(C2C=CC=CC=2)[C-]2C=CC=C2)=CC=1.Cl[Pd]Cl.[Fe+2]. The product is [F:39][C:33]1[CH:34]=[C:35]([F:38])[CH:36]=[CH:37][C:32]=1[O:31][C:30]1[CH:25]=[CH:26][C:27]([NH:40][S:41]([CH2:44][CH3:45])(=[O:42])=[O:43])=[CH:28][C:29]=1[C:6]1[CH:5]=[C:4]([C:17]#[C:18][Si:19]([CH3:20])([CH3:21])[CH3:22])[C:3](=[O:23])[N:2]([CH3:1])[CH:7]=1. (2) The yield is 0.820. The reactants are [C:1]1([NH:7][CH2:8][CH2:9][OH:10])[CH:6]=[CH:5][CH:4]=[CH:3][CH:2]=1.N1C=CN=C1.[CH3:16][C:17]([Si:20](Cl)([CH3:22])[CH3:21])([CH3:19])[CH3:18]. The catalyst is C(Cl)Cl.O. The product is [Si:20]([O:10][CH2:9][CH2:8][NH:7][C:1]1[CH:6]=[CH:5][CH:4]=[CH:3][CH:2]=1)([C:17]([CH3:19])([CH3:18])[CH3:16])([CH3:22])[CH3:21].